This data is from Catalyst prediction with 721,799 reactions and 888 catalyst types from USPTO. The task is: Predict which catalyst facilitates the given reaction. (1) Reactant: [F:1][C:2]1[CH:7]=[CH:6][C:5]([O:8][C:9]2[N:14]=[CH:13][C:12]([C:15]([O:17]CC)=[O:16])=[CH:11][CH:10]=2)=[CH:4][CH:3]=1.[OH-].[Li+].Cl. Product: [F:1][C:2]1[CH:3]=[CH:4][C:5]([O:8][C:9]2[N:14]=[CH:13][C:12]([C:15]([OH:17])=[O:16])=[CH:11][CH:10]=2)=[CH:6][CH:7]=1. The catalyst class is: 38. (2) Reactant: [N:1]([CH2:4][C@H:5]1[O:9][C@@H:8]([N:10]2[CH:17]=[CH:16][C:14](=[O:15])[NH:13][C:11]2=[O:12])[CH2:7][C@@H:6]1[OH:18])=[N+]=[N-]. Product: [NH2:1][CH2:4][C@H:5]1[O:9][C@@H:8]([N:10]2[CH:17]=[CH:16][C:14](=[O:15])[NH:13][C:11]2=[O:12])[CH2:7][C@@H:6]1[OH:18]. The catalyst class is: 838.